From a dataset of Full USPTO retrosynthesis dataset with 1.9M reactions from patents (1976-2016). Predict the reactants needed to synthesize the given product. Given the product [F:23][C:14]1[CH:13]=[C:12]([CH2:11][O:9][C:5]2[CH:6]=[CH:7][CH:8]=[C:3]([O:2][CH3:1])[CH:4]=2)[C:21]([F:22])=[CH:20][C:15]=1[C:16]([O:18][CH3:19])=[O:17], predict the reactants needed to synthesize it. The reactants are: [CH3:1][O:2][C:3]1[CH:4]=[C:5]([OH:9])[CH:6]=[CH:7][CH:8]=1.Br[CH2:11][C:12]1[C:21]([F:22])=[CH:20][C:15]([C:16]([O:18][CH3:19])=[O:17])=[C:14]([F:23])[CH:13]=1.C(=O)([O-])[O-].[K+].[K+].O.